From a dataset of Full USPTO retrosynthesis dataset with 1.9M reactions from patents (1976-2016). Predict the reactants needed to synthesize the given product. (1) Given the product [CH3:55][O:54][C:51]1[CH:50]=[CH:49][C:48]([N:45]2[CH2:46][CH2:47][N:42]([C:25]3[C:24]([CH3:56])=[C:23]([CH:19]=[O:18])[C:31]4[O:30][C:29]([CH3:33])([CH3:32])[CH:28]([C:34]5[CH:35]=[CH:36][C:37]([CH3:40])=[CH:38][CH:39]=5)[C:27]=4[C:26]=3[CH3:41])[CH2:43][CH2:44]2)=[CH:53][CH:52]=1, predict the reactants needed to synthesize it. The reactants are: C1(C)C=CC(S([O-])(=O)=O)=CC=1.[NH+]1C=CC=CC=1.[O:18]1CCO[CH:19]1[C:23]1[C:31]2[O:30][C:29]([CH3:33])([CH3:32])[CH:28]([C:34]3[CH:39]=[CH:38][C:37]([CH3:40])=[CH:36][CH:35]=3)[C:27]=2[C:26]([CH3:41])=[C:25]([N:42]2[CH2:47][CH2:46][N:45]([C:48]3[CH:53]=[CH:52][C:51]([O:54][CH3:55])=[CH:50][CH:49]=3)[CH2:44][CH2:43]2)[C:24]=1[CH3:56]. (2) Given the product [CH3:22][C:20]1[C:19]([C:23]#[N:24])=[CH:18][N:17]=[C:16]([NH:5][CH2:6][CH2:7][CH2:8][CH:9]2[CH2:14][CH2:13][N:12]([CH3:15])[CH2:11][CH2:10]2)[N:21]=1, predict the reactants needed to synthesize it. The reactants are: C(OC(=O)[N:5]([C:16]1[N:21]=[C:20]([CH3:22])[C:19]([C:23]#[N:24])=[CH:18][N:17]=1)[CH2:6][CH2:7][CH2:8][CH:9]1[CH2:14][CH2:13][N:12]([CH3:15])[CH2:11][CH2:10]1)C.[OH-].[Na+]. (3) Given the product [NH2:1][C:2]1[C:3]2[C:11]([CH3:12])=[C:10]([C:13]([OH:15])=[O:14])[S:9][C:4]=2[NH:5][C:6](=[O:8])[N:7]=1, predict the reactants needed to synthesize it. The reactants are: [NH2:1][C:2]1[C:3]2[C:11]([CH3:12])=[C:10]([C:13]([O:15]C(C)(C)C)=[O:14])[S:9][C:4]=2[NH:5][C:6](=[O:8])[N:7]=1.FC(F)(F)C(O)=O. (4) Given the product [F:24][C:25]1[CH:30]=[C:29]([C:2]2[CH:3]=[N:4][N:5]3[CH:10]=[CH:9][C:8]([N:11]4[C@H:15]5[C:16]6[CH:17]=[CH:18][CH:19]=[CH:20][C:21]=6[CH2:22][C@H:14]5[O:13][C:12]4=[O:23])=[N:7][C:6]=23)[CH:28]=[CH:27][C:26]=1[C:40]1[N:44]=[CH:43][N:42]([CH2:45][O:46][CH2:47][CH2:48][Si:49]([CH3:52])([CH3:51])[CH3:50])[N:41]=1, predict the reactants needed to synthesize it. The reactants are: Br[C:2]1[CH:3]=[N:4][N:5]2[CH:10]=[CH:9][C:8]([N:11]3[C@H:15]4[C:16]5[CH:17]=[CH:18][CH:19]=[CH:20][C:21]=5[CH2:22][C@H:14]4[O:13][C:12]3=[O:23])=[N:7][C:6]=12.[F:24][C:25]1[CH:30]=[C:29](B2OC(C)(C)C(C)(C)O2)[CH:28]=[CH:27][C:26]=1[C:40]1[N:44]=[CH:43][N:42]([CH2:45][O:46][CH2:47][CH2:48][Si:49]([CH3:52])([CH3:51])[CH3:50])[N:41]=1.CC1(C)C2C=CC=C(P(C3C=CC=CC=3)C3C=CC=CC=3)C=2OC2C1=CC=CC=2P(C1C=CC=CC=1)C1C=CC=CC=1.C([O-])([O-])=O.[Na+].[Na+]. (5) The reactants are: [C:1]([O:5][C:6]([NH:8][CH2:9][CH2:10][NH:11][CH2:12][CH2:13][NH2:14])=[O:7])([CH3:4])([CH3:3])[CH3:2].[F:15][C:16]([F:23])([F:22])[C:17](OCC)=[O:18]. Given the product [C:1]([O:5][C:6]([NH:8][CH2:9][CH2:10][NH:11][CH2:12][CH2:13][NH:14][C:17](=[O:18])[C:16]([F:23])([F:22])[F:15])=[O:7])([CH3:4])([CH3:3])[CH3:2], predict the reactants needed to synthesize it. (6) Given the product [N+:13]([C:5]1[CH:6]=[C:7]2[C:11](=[CH:12][C:4]=1[N+:1]([O-:3])=[O:2])[NH:10][N:9]=[CH:8]2)([O-:15])=[O:14], predict the reactants needed to synthesize it. The reactants are: [N+:1]([C:4]1[CH:12]=[C:11]2[C:7]([CH:8]=[N:9][NH:10]2)=[CH:6][CH:5]=1)([O-:3])=[O:2].[N+:13]([O-])([OH:15])=[O:14]. (7) Given the product [N:10]([CH:2]1[CH2:3][C:4]2[C:9](=[CH:8][CH:7]=[CH:6][CH:5]=2)[CH2:1]1)=[C:12]=[O:11], predict the reactants needed to synthesize it. The reactants are: [CH2:1]1[C:9]2[C:4](=[CH:5][CH:6]=[CH:7][CH:8]=2)[CH2:3][CH:2]1[NH2:10].[O:11]1CCOC[CH2:12]1. (8) The reactants are: [NH2:1][C:2]1[CH:3]=[C:4]2[C:9](=[CH:10][CH:11]=1)[CH:8]=[C:7]([NH:12][C:13](=[O:19])[O:14][C:15]([CH3:18])([CH3:17])[CH3:16])[CH:6]=[CH:5]2.C([O-])(=O)C.[NH4+].[Br:25]N1C(=O)CCC1=O. Given the product [NH2:1][C:2]1[C:3]([Br:25])=[C:4]2[C:9](=[CH:10][CH:11]=1)[CH:8]=[C:7]([NH:12][C:13](=[O:19])[O:14][C:15]([CH3:16])([CH3:18])[CH3:17])[CH:6]=[CH:5]2, predict the reactants needed to synthesize it. (9) Given the product [F:2][C:3]1[CH:8]=[CH:7][C:6]([CH:9]([C:17]2[CH:18]=[CH:19][C:20]([F:23])=[CH:21][CH:22]=2)[CH:10]2[C:15](=[O:16])[CH2:14][CH2:13][N:12]([C:34](=[NH:38])[CH2:33][C:28]3[CH:29]=[CH:30][CH:31]=[CH:32][C:27]=3[O:26][CH3:25])[CH2:11]2)=[CH:5][CH:4]=1, predict the reactants needed to synthesize it. The reactants are: Cl.[F:2][C:3]1[CH:8]=[CH:7][C:6]([CH:9]([C:17]2[CH:22]=[CH:21][C:20]([F:23])=[CH:19][CH:18]=2)[CH:10]2[C:15](=[O:16])[CH2:14][CH2:13][NH:12][CH2:11]2)=[CH:5][CH:4]=1.Cl.[CH3:25][O:26][C:27]1[CH:32]=[CH:31][CH:30]=[CH:29][C:28]=1[CH2:33][C:34](=[NH:38])OCC.C(N(CC)CC)C. (10) Given the product [NH2:1][C:4]1[CH:9]=[CH:8][C:7]([C@H:10]2[CH2:16][N:15]([C:17]([O:19][C:20]([CH3:23])([CH3:22])[CH3:21])=[O:18])[CH2:14][CH2:13][CH2:12][O:11]2)=[CH:6][CH:5]=1, predict the reactants needed to synthesize it. The reactants are: [N+:1]([C:4]1[CH:9]=[CH:8][C:7]([C@H:10]2[CH2:16][N:15]([C:17]([O:19][C:20]([CH3:23])([CH3:22])[CH3:21])=[O:18])[CH2:14][CH2:13][CH2:12][O:11]2)=[CH:6][CH:5]=1)([O-])=O.[H][H].